This data is from TCR-epitope binding with 47,182 pairs between 192 epitopes and 23,139 TCRs. The task is: Binary Classification. Given a T-cell receptor sequence (or CDR3 region) and an epitope sequence, predict whether binding occurs between them. (1) Result: 1 (the TCR binds to the epitope). The epitope is HLVDFQVTI. The TCR CDR3 sequence is CASSQVPSGILLNEQFF. (2) The epitope is HTTDPSFLGRY. The TCR CDR3 sequence is CASSASPWDEQFF. Result: 1 (the TCR binds to the epitope). (3) The epitope is NLSALGIFST. The TCR CDR3 sequence is CSARYDTGELFF. Result: 1 (the TCR binds to the epitope). (4) The epitope is LLFGYPVYV. The TCR CDR3 sequence is CASTNLADSVYGYTF. Result: 0 (the TCR does not bind to the epitope). (5) The TCR CDR3 sequence is CASRSVKIEAKNRLAKNIQYF. The epitope is ILHCANFNV. Result: 1 (the TCR binds to the epitope).